From a dataset of Catalyst prediction with 721,799 reactions and 888 catalyst types from USPTO. Predict which catalyst facilitates the given reaction. (1) Reactant: Br[C:2]1[CH:10]=[CH:9][CH:8]=[C:7]2[C:3]=1[C:4]([O:11][C@@H:12]1[O:38][C@H:37]([CH2:39][O:40][C:41](=[O:46])[C:42]([CH3:45])([CH3:44])[CH3:43])[C@@H:29]([O:30][C:31](=[O:36])[C:32]([CH3:35])([CH3:34])[CH3:33])[C@H:21]([O:22][C:23](=[O:28])[C:24]([CH3:27])([CH3:26])[CH3:25])[C@H:13]1[O:14][C:15](=[O:20])[C:16]([CH3:19])([CH3:18])[CH3:17])=[N:5][NH:6]2.[CH2:47]=[CH:48][C:49]1[CH:54]=[CH:53][CH:52]=[CH:51][CH:50]=1.C(N(CC)CC)C.CC1C=CC=CC=1P(C1C=CC=CC=1C)C1C=CC=CC=1C. Product: [C:49]1(/[CH:48]=[CH:47]/[C:2]2[CH:10]=[CH:9][CH:8]=[C:7]3[C:3]=2[C:4]([O:11][C@@H:12]2[O:38][C@H:37]([CH2:39][O:40][C:41](=[O:46])[C:42]([CH3:45])([CH3:44])[CH3:43])[C@@H:29]([O:30][C:31](=[O:36])[C:32]([CH3:33])([CH3:34])[CH3:35])[C@H:21]([O:22][C:23](=[O:28])[C:24]([CH3:25])([CH3:26])[CH3:27])[C@H:13]2[O:14][C:15](=[O:20])[C:16]([CH3:19])([CH3:18])[CH3:17])=[N:5][NH:6]3)[CH:54]=[CH:53][CH:52]=[CH:51][CH:50]=1. The catalyst class is: 524. (2) Reactant: [Cl:1][C:2]1[C:3]([F:10])=[C:4]([CH:7]=[CH:8][CH:9]=1)[CH:5]=O.N1CCCCC1.[Cl:17][C:18]1[CH:26]=[C:25]2[C:21]([CH2:22][C:23](=[O:27])[NH:24]2)=[CH:20][CH:19]=1. Product: [Cl:17][C:18]1[CH:26]=[C:25]2[C:21](/[C:22](=[CH:5]\[C:4]3[CH:7]=[CH:8][CH:9]=[C:2]([Cl:1])[C:3]=3[F:10])/[C:23](=[O:27])[NH:24]2)=[CH:20][CH:19]=1. The catalyst class is: 5. (3) Reactant: [N:1]1([CH2:6][C:7]2[CH:8]=[C:9]([NH:13][C:14]3[N:23]=[CH:22][C:21]4[C:16](=[CH:17][C:18]([O:25][C@H:26]5[CH2:30][CH2:29][N:28](C(OC(C)(C)C)=O)[CH2:27]5)=[C:19](Br)[CH:20]=4)[N:15]=3)[CH:10]=[CH:11][CH:12]=2)[CH:5]=[N:4][CH:3]=[N:2]1.[CH3:38]B1OB(C)OB(C)O1.C(=O)([O-])[O-].[K+].[K+]. Product: [N:1]1([CH2:6][C:7]2[CH:8]=[C:9]([NH:13][C:14]3[N:23]=[CH:22][C:21]4[C:16](=[CH:17][C:18]([O:25][C@H:26]5[CH2:30][CH2:29][NH:28][CH2:27]5)=[C:19]([CH3:38])[CH:20]=4)[N:15]=3)[CH:10]=[CH:11][CH:12]=2)[CH:5]=[N:4][CH:3]=[N:2]1. The catalyst class is: 3. (4) Reactant: C(OC([N:8]1[CH2:27][CH2:26][N:11]2[C:12](=[O:25])[C:13]3[C:18]([C@@H:10]2[CH2:9]1)=[CH:17][C:16]([CH2:19][OH:20])=[CH:15][C:14]=3[C:21]([F:24])([F:23])[F:22])=O)(C)(C)C.[ClH:28]. Product: [ClH:28].[OH:20][CH2:19][C:16]1[CH:17]=[C:18]2[C:13]([C:12](=[O:25])[N:11]3[CH2:26][CH2:27][NH:8][CH2:9][C@H:10]32)=[C:14]([C:21]([F:23])([F:24])[F:22])[CH:15]=1. The catalyst class is: 316. (5) Reactant: I[C:2]1[N:6]2[CH:7]=[C:8]([C:11]3[CH:16]=[CH:15][C:14]([C:17]([N:19]4[CH2:24][CH2:23][N:22]([CH3:25])[CH2:21][CH2:20]4)=[O:18])=[CH:13][CH:12]=3)[N:9]=[CH:10][C:5]2=[N:4][CH:3]=1.C([O-])([O-])=O.[K+].[K+].[Cl:32][C:33]1[CH:38]=[CH:37][C:36](B(O)O)=[CH:35][CH:34]=1. Product: [Cl:32][C:33]1[CH:38]=[CH:37][C:36]([C:2]2[N:6]3[CH:7]=[C:8]([C:11]4[CH:12]=[CH:13][C:14]([C:17]([N:19]5[CH2:24][CH2:23][N:22]([CH3:25])[CH2:21][CH2:20]5)=[O:18])=[CH:15][CH:16]=4)[N:9]=[CH:10][C:5]3=[N:4][CH:3]=2)=[CH:35][CH:34]=1. The catalyst class is: 335. (6) Reactant: [OH:1][C:2]1[CH:7]=[CH:6][C:5]([N:8]2[CH2:13][CH2:12][CH:11]([C:14]3[CH:19]=[CH:18][C:17]([C@@H:20]([NH:22][C:23](=[O:25])[CH3:24])[CH3:21])=[CH:16][CH:15]=3)[CH2:10][CH2:9]2)=[CH:4][CH:3]=1.[O:26]1[CH2:31][CH2:30][CH:29](O)[CH2:28][CH2:27]1.C1(P(C2C=CC=CC=2)C2C=CC=CC=2)C=CC=CC=1.N(C(OC(C)(C)C)=O)=NC(OC(C)(C)C)=O. Product: [O:26]1[CH2:31][CH2:30][CH:29]([O:1][C:2]2[CH:7]=[CH:6][C:5]([N:8]3[CH2:13][CH2:12][CH:11]([C:14]4[CH:15]=[CH:16][C:17]([C@@H:20]([NH:22][C:23](=[O:25])[CH3:24])[CH3:21])=[CH:18][CH:19]=4)[CH2:10][CH2:9]3)=[CH:4][CH:3]=2)[CH2:28][CH2:27]1. The catalyst class is: 1.